This data is from NCI-60 drug combinations with 297,098 pairs across 59 cell lines. The task is: Regression. Given two drug SMILES strings and cell line genomic features, predict the synergy score measuring deviation from expected non-interaction effect. (1) Drug 1: CCN(CC)CCNC(=O)C1=C(NC(=C1C)C=C2C3=C(C=CC(=C3)F)NC2=O)C. Drug 2: COC1=C2C(=CC3=C1OC=C3)C=CC(=O)O2. Cell line: TK-10. Synergy scores: CSS=14.9, Synergy_ZIP=-3.27, Synergy_Bliss=0.285, Synergy_Loewe=-6.38, Synergy_HSA=-1.99. (2) Drug 1: CC1=C(C(CCC1)(C)C)C=CC(=CC=CC(=CC(=O)O)C)C. Drug 2: CC1CCC2CC(C(=CC=CC=CC(CC(C(=O)C(C(C(=CC(C(=O)CC(OC(=O)C3CCCCN3C(=O)C(=O)C1(O2)O)C(C)CC4CCC(C(C4)OC)OCCO)C)C)O)OC)C)C)C)OC. Cell line: HT29. Synergy scores: CSS=14.5, Synergy_ZIP=-2.00, Synergy_Bliss=-4.40, Synergy_Loewe=5.93, Synergy_HSA=-2.56. (3) Drug 1: C1=NC2=C(N=C(N=C2N1C3C(C(C(O3)CO)O)O)F)N. Drug 2: C1CN(CCN1C(=O)CCBr)C(=O)CCBr. Cell line: SF-539. Synergy scores: CSS=12.4, Synergy_ZIP=3.52, Synergy_Bliss=3.98, Synergy_Loewe=-3.63, Synergy_HSA=3.86. (4) Drug 1: CC12CCC(CC1=CCC3C2CCC4(C3CC=C4C5=CN=CC=C5)C)O. Drug 2: CN(CC1=CN=C2C(=N1)C(=NC(=N2)N)N)C3=CC=C(C=C3)C(=O)NC(CCC(=O)O)C(=O)O. Cell line: PC-3. Synergy scores: CSS=47.1, Synergy_ZIP=1.08, Synergy_Bliss=-0.331, Synergy_Loewe=-17.2, Synergy_HSA=1.06. (5) Drug 1: CCCS(=O)(=O)NC1=C(C(=C(C=C1)F)C(=O)C2=CNC3=C2C=C(C=N3)C4=CC=C(C=C4)Cl)F. Drug 2: C(=O)(N)NO. Cell line: MCF7. Synergy scores: CSS=13.2, Synergy_ZIP=-3.19, Synergy_Bliss=1.79, Synergy_Loewe=0.0628, Synergy_HSA=0.574. (6) Drug 1: CC1C(C(CC(O1)OC2CC(CC3=C2C(=C4C(=C3O)C(=O)C5=C(C4=O)C(=CC=C5)OC)O)(C(=O)CO)O)N)O.Cl. Drug 2: CCCCC(=O)OCC(=O)C1(CC(C2=C(C1)C(=C3C(=C2O)C(=O)C4=C(C3=O)C=CC=C4OC)O)OC5CC(C(C(O5)C)O)NC(=O)C(F)(F)F)O. Cell line: K-562. Synergy scores: CSS=76.5, Synergy_ZIP=8.30, Synergy_Bliss=6.30, Synergy_Loewe=-4.04, Synergy_HSA=10.4. (7) Drug 2: CCCS(=O)(=O)NC1=C(C(=C(C=C1)F)C(=O)C2=CNC3=C2C=C(C=N3)C4=CC=C(C=C4)Cl)F. Drug 1: CC(CN1CC(=O)NC(=O)C1)N2CC(=O)NC(=O)C2. Synergy scores: CSS=6.52, Synergy_ZIP=-0.402, Synergy_Bliss=-1.40, Synergy_Loewe=-4.14, Synergy_HSA=-4.12. Cell line: SNB-19. (8) Drug 1: C1=CC=C(C(=C1)C(C2=CC=C(C=C2)Cl)C(Cl)Cl)Cl. Drug 2: CC12CCC3C(C1CCC2OP(=O)(O)O)CCC4=C3C=CC(=C4)OC(=O)N(CCCl)CCCl.[Na+]. Cell line: SK-MEL-5. Synergy scores: CSS=22.8, Synergy_ZIP=-9.42, Synergy_Bliss=-12.7, Synergy_Loewe=-9.81, Synergy_HSA=-9.70. (9) Drug 1: C1CC(=O)NC(=O)C1N2CC3=C(C2=O)C=CC=C3N. Drug 2: CCN(CC)CCCC(C)NC1=C2C=C(C=CC2=NC3=C1C=CC(=C3)Cl)OC. Cell line: NCIH23. Synergy scores: CSS=29.7, Synergy_ZIP=-8.67, Synergy_Bliss=-4.90, Synergy_Loewe=-42.9, Synergy_HSA=-2.15.